Dataset: TCR-epitope binding with 47,182 pairs between 192 epitopes and 23,139 TCRs. Task: Binary Classification. Given a T-cell receptor sequence (or CDR3 region) and an epitope sequence, predict whether binding occurs between them. (1) The epitope is GMFNMLSTVLGVS. The TCR CDR3 sequence is CACLLPYEQYF. Result: 0 (the TCR does not bind to the epitope). (2) The epitope is IQYIDIGNY. The TCR CDR3 sequence is CASSPQGYEQYF. Result: 0 (the TCR does not bind to the epitope).